This data is from Forward reaction prediction with 1.9M reactions from USPTO patents (1976-2016). The task is: Predict the product of the given reaction. (1) The product is: [CH2:1]([NH:3][C:4]1[C:5]([NH2:19])=[CH:6][CH:7]=[C:8]([O:10][CH2:11][O:12][CH2:13][CH2:14][Si:15]([CH3:18])([CH3:17])[CH3:16])[CH:9]=1)[CH3:2]. Given the reactants [CH2:1]([NH:3][C:4]1[CH:9]=[C:8]([O:10][CH2:11][O:12][CH2:13][CH2:14][Si:15]([CH3:18])([CH3:17])[CH3:16])[CH:7]=[CH:6][C:5]=1[N+:19]([O-])=O)[CH3:2], predict the reaction product. (2) Given the reactants [CH3:1][C:2]1[CH:7]=[CH:6][CH:5]=[C:4]([CH3:8])[C:3]=1[NH:9][C:10](=[O:31])[CH2:11][N:12]1[CH2:17][CH2:16][N:15]([CH2:18][CH:19]([OH:30])[CH2:20][CH2:21][C:22]2[CH:27]=[CH:26][C:25](OC)=[CH:24][CH:23]=2)[CH2:14][CH2:13]1.[Cl:32]C1C=CC=CC=1CCl.COC1C=CC(CCl)=CC=1, predict the reaction product. The product is: [CH3:1][C:2]1[CH:7]=[CH:6][CH:5]=[C:4]([CH3:8])[C:3]=1[NH:9][C:10](=[O:31])[CH2:11][N:12]1[CH2:17][CH2:16][N:15]([CH2:18][CH:19]([OH:30])[CH2:20][CH2:21][C:22]2[CH:27]=[CH:26][CH:25]=[CH:24][C:23]=2[Cl:32])[CH2:14][CH2:13]1. (3) Given the reactants S(OS([O-])=O)([O-])=O.[Na+].[Na+].[Cl:10][C:11]1[S:12][C:13]([CH:16]=O)=[CH:14][CH:15]=1.[NH2:18][C:19]1[CH:20]=[C:21]([CH2:26][C:27]([O:29][CH2:30][CH3:31])=[O:28])[CH:22]=[CH:23][C:24]=1[NH2:25].O, predict the reaction product. The product is: [Cl:10][C:11]1[S:12][C:13]([C:16]2[NH:25][C:24]3[CH:23]=[CH:22][C:21]([CH2:26][C:27]([O:29][CH2:30][CH3:31])=[O:28])=[CH:20][C:19]=3[N:18]=2)=[CH:14][CH:15]=1. (4) Given the reactants [CH3:1][O:2][C:3]1[CH:12]=[CH:11][C:10]2[C:5](=[CH:6][CH:7]=[C:8]([C:13]3[CH:18]=[CH:17][C:16]([O:19][CH3:20])=[CH:15][CH:14]=3)[CH:9]=2)[C:4]=1Br.[CH2:22]([Li])CCC.CN(CCN(C)C)C.IC, predict the reaction product. The product is: [CH3:1][O:2][C:3]1[CH:12]=[CH:11][C:10]2[C:5](=[CH:6][CH:7]=[C:8]([C:13]3[CH:18]=[CH:17][C:16]([O:19][CH3:20])=[CH:15][CH:14]=3)[CH:9]=2)[C:4]=1[CH3:22]. (5) Given the reactants [F:1][C:2]([F:25])([C:8]1[C:9]2[CH:16]=[CH:15][N:14]([CH2:17][O:18][CH2:19][CH2:20][Si:21]([CH3:24])([CH3:23])[CH3:22])[C:10]=2[N:11]=[CH:12][N:13]=1)C(OCC)=O.C(=O)([O-])[O-].[Na+].[Na+].[F-].[K+], predict the reaction product. The product is: [F:25][CH:2]([F:1])[C:8]1[C:9]2[CH:16]=[CH:15][N:14]([CH2:17][O:18][CH2:19][CH2:20][Si:21]([CH3:23])([CH3:22])[CH3:24])[C:10]=2[N:11]=[CH:12][N:13]=1. (6) Given the reactants [CH3:1][O:2][C:3]1[CH:4]=[C:5]([NH:9][C:10]2[N:19]=[CH:18][C:17]3[C:12](=[CH:13][C:14]([O:25][CH:26]4[CH2:31][CH2:30][N:29](C(OC(C)(C)C)=O)[CH2:28][CH2:27]4)=[C:15]([C:20]4[S:21][CH:22]=[CH:23][N:24]=4)[CH:16]=3)[N:11]=2)[CH:6]=[CH:7][CH:8]=1, predict the reaction product. The product is: [CH3:1][O:2][C:3]1[CH:4]=[C:5]([NH:9][C:10]2[N:19]=[CH:18][C:17]3[C:12](=[CH:13][C:14]([O:25][CH:26]4[CH2:31][CH2:30][NH:29][CH2:28][CH2:27]4)=[C:15]([C:20]4[S:21][CH:22]=[CH:23][N:24]=4)[CH:16]=3)[N:11]=2)[CH:6]=[CH:7][CH:8]=1.